This data is from Peptide-MHC class I binding affinity with 185,985 pairs from IEDB/IMGT. The task is: Regression. Given a peptide amino acid sequence and an MHC pseudo amino acid sequence, predict their binding affinity value. This is MHC class I binding data. The peptide sequence is PTKCGENLY. The MHC is HLA-B27:05 with pseudo-sequence HLA-B27:05. The binding affinity (normalized) is 0.0847.